Dataset: TCR-epitope binding with 47,182 pairs between 192 epitopes and 23,139 TCRs. Task: Binary Classification. Given a T-cell receptor sequence (or CDR3 region) and an epitope sequence, predict whether binding occurs between them. (1) The epitope is GTSGSPIIDK. The TCR CDR3 sequence is CASSGMGDEQFF. Result: 1 (the TCR binds to the epitope). (2) The epitope is KTSVDCTMYI. Result: 1 (the TCR binds to the epitope). The TCR CDR3 sequence is CASSLGQGAAGELFF. (3) The epitope is HLVDFQVTI. The TCR CDR3 sequence is CASSPGLNTEAFF. Result: 1 (the TCR binds to the epitope). (4) The epitope is RQLLFVVEV. The TCR CDR3 sequence is CASSHPAGGPGDTQYF. Result: 1 (the TCR binds to the epitope). (5) The TCR CDR3 sequence is CASSLTPGDYEQFF. The epitope is HTTDPSFLGRY. Result: 1 (the TCR binds to the epitope). (6) The epitope is RLYYDSMSY. The TCR CDR3 sequence is CASSPLSQGNTEAFF. Result: 1 (the TCR binds to the epitope). (7) The epitope is GLCTLVAML. The TCR CDR3 sequence is CSARDRVGNTIYF. Result: 1 (the TCR binds to the epitope).